Dataset: Forward reaction prediction with 1.9M reactions from USPTO patents (1976-2016). Task: Predict the product of the given reaction. (1) Given the reactants [CH3:1][O:2][C:3]([C:5]1[CH:6]=[C:7]([F:24])[CH:8]=[C:9]2[C:14]=1[NH:13][CH:12]([C:15]1[CH:20]=[CH:19][CH:18]=[C:17](Br)[CH:16]=1)[CH2:11][C:10]2([CH3:23])[CH3:22])=[O:4].[F:25][C:26]1[CH:31]=[CH:30][CH:29]=[CH:28][C:27]=1[N:32]1[CH2:37][CH2:36][NH:35][CH2:34][CH2:33]1.C(=O)([O-])[O-].[Cs+].[Cs+].C(OCC)(=O)C, predict the reaction product. The product is: [CH3:1][O:2][C:3]([C:5]1[CH:6]=[C:7]([F:24])[CH:8]=[C:9]2[C:14]=1[NH:13][CH:12]([C:15]1[CH:20]=[CH:19][CH:18]=[C:17]([N:35]3[CH2:34][CH2:33][N:32]([C:27]4[CH:28]=[CH:29][CH:30]=[CH:31][C:26]=4[F:25])[CH2:37][CH2:36]3)[CH:16]=1)[CH2:11][C:10]2([CH3:23])[CH3:22])=[O:4]. (2) Given the reactants [Br:1][C:2]1[CH:3]=[CH:4][C:5]([O:18][CH3:19])=[C:6]([CH:8]([C:10]2[C:15]([Cl:16])=[N:14][C:13]([Cl:17])=[CH:12][N:11]=2)[OH:9])[CH:7]=1.CC(C)=O.OS(O)(=O)=O.O=[Cr](=O)=O, predict the reaction product. The product is: [Br:1][C:2]1[CH:3]=[CH:4][C:5]([O:18][CH3:19])=[C:6]([C:8]([C:10]2[C:15]([Cl:16])=[N:14][C:13]([Cl:17])=[CH:12][N:11]=2)=[O:9])[CH:7]=1. (3) Given the reactants C([O-])([O-])=O.[Na+].[Na+].[Cl:7][C:8]1[CH:9]=[C:10](B2OC(C)(C)C(C)(C)O2)[CH:11]=[C:12]2[C:17]=1[N:16]([CH3:18])[C:15](=[O:19])[CH2:14][CH2:13]2.Br[C:30]1[CH:31]=[C:32]([CH2:36][NH:37][S:38]([CH2:41][CH3:42])(=[O:40])=[O:39])[CH:33]=[N:34][CH:35]=1.C([O-])(O)=O.[Na+], predict the reaction product. The product is: [Cl:7][C:8]1[CH:9]=[C:10]([C:30]2[CH:31]=[C:32]([CH2:36][NH:37][S:38]([CH2:41][CH3:42])(=[O:39])=[O:40])[CH:33]=[N:34][CH:35]=2)[CH:11]=[C:12]2[C:17]=1[N:16]([CH3:18])[C:15](=[O:19])[CH2:14][CH2:13]2. (4) Given the reactants [NH2:1][C:2]1[CH:12]=[CH:11][C:5]([C:6]([NH:8][CH2:9][CH3:10])=[O:7])=[CH:4][C:3]=1[O:13][CH2:14][CH3:15].N([O-])=O.[Na+].[N-:20]=[N+:21]=[N-].[Na+], predict the reaction product. The product is: [N:1]([C:2]1[CH:12]=[CH:11][C:5]([C:6]([NH:8][CH2:9][CH3:10])=[O:7])=[CH:4][C:3]=1[O:13][CH2:14][CH3:15])=[N+:20]=[N-:21]. (5) Given the reactants [Cl:1][C:2]1[CH:7]=[CH:6][C:5]([C:8]2[CH:9]=[C:10]([NH2:20])[CH:11]=[N:12][C:13]=2[O:14][CH2:15][C:16]([F:19])([F:18])[F:17])=[CH:4][CH:3]=1.[C:21](O)(=[O:28])[C:22]1[CH:27]=[CH:26][N:25]=[CH:24][CH:23]=1, predict the reaction product. The product is: [Cl:1][C:2]1[CH:3]=[CH:4][C:5]([C:8]2[CH:9]=[C:10]([NH:20][C:21](=[O:28])[C:22]3[CH:27]=[CH:26][N:25]=[CH:24][CH:23]=3)[CH:11]=[N:12][C:13]=2[O:14][CH2:15][C:16]([F:17])([F:18])[F:19])=[CH:6][CH:7]=1. (6) Given the reactants [NH:1]1[C:5]2=[CH:6][N:7]=[CH:8][CH:9]=[C:4]2[CH:3]=[CH:2]1.Cl[CH:11](Cl)[O:12]C.[Cl-].[Cl-].[Cl-].[Al+3], predict the reaction product. The product is: [NH:1]1[C:5]2=[CH:6][N:7]=[CH:8][CH:9]=[C:4]2[C:3]([CH:11]=[O:12])=[CH:2]1.